From a dataset of Full USPTO retrosynthesis dataset with 1.9M reactions from patents (1976-2016). Predict the reactants needed to synthesize the given product. (1) The reactants are: I[C:2]1[CH:8]=[CH:7][C:5]([NH2:6])=[CH:4][CH:3]=1.[F:9][C:10]1[CH:11]=[C:12](B(O)O)[CH:13]=[CH:14][C:15]=1[F:16].C([O-])([O-])=O.[K+].[K+]. Given the product [F:9][C:10]1[CH:11]=[C:12]([C:2]2[CH:8]=[CH:7][C:5]([NH2:6])=[CH:4][CH:3]=2)[CH:13]=[CH:14][C:15]=1[F:16], predict the reactants needed to synthesize it. (2) Given the product [F:11][C:12]1[C:17]([F:18])=[CH:16][CH:15]=[CH:14][C:13]=1[C@@H:19]1[CH2:29][CH2:28][C:27](=[O:30])[C:22]2=[N:23][CH:24]=[CH:25][CH:26]=[C:21]2[C@H:20]1[NH:31][C:32](=[O:38])[O:33][C:34]([CH3:36])([CH3:35])[CH3:37], predict the reactants needed to synthesize it. The reactants are: CS(C)=O.C(Cl)(=O)C(Cl)=O.[F:11][C:12]1[C:17]([F:18])=[CH:16][CH:15]=[CH:14][C:13]=1[C@@H:19]1[CH2:29][CH2:28][C@@H:27]([OH:30])[C:22]2=[N:23][CH:24]=[CH:25][CH:26]=[C:21]2[C@H:20]1[NH:31][C:32](=[O:38])[O:33][C:34]([CH3:37])([CH3:36])[CH3:35].C(N(CC)CC)C.